Predict the reactants needed to synthesize the given product. From a dataset of Full USPTO retrosynthesis dataset with 1.9M reactions from patents (1976-2016). (1) Given the product [Cl:1][C:2]1[C:3]2[CH:10]=[C:9]([C:11]([N:23]([CH3:24])[CH3:22])=[O:13])[N:8]([CH3:14])[C:4]=2[N:5]=[CH:6][N:7]=1, predict the reactants needed to synthesize it. The reactants are: [Cl:1][C:2]1[C:3]2[CH:10]=[C:9]([C:11]([O-:13])=O)[N:8]([CH3:14])[C:4]=2[N:5]=[CH:6][N:7]=1.[Li+].C(Cl)(=O)C(Cl)=O.[CH3:22][N:23](C=O)[CH3:24].N(C)C. (2) Given the product [Si:33]([O:39][CH2:38][CH2:37][CH:5]([N:6]1[C:14]2[C:9](=[CH:10][CH:11]=[CH:12][CH:13]=2)[C:8]2([CH2:19][CH2:18][CH2:17][CH2:16][CH2:15]2)[C:7]1=[O:20])[C:4]1[CH:21]=[CH:22][CH:23]=[C:2]([F:1])[CH:3]=1)([C:29]([CH3:32])([CH3:31])[CH3:30])([CH3:35])[CH3:34], predict the reactants needed to synthesize it. The reactants are: [F:1][C:2]1[CH:3]=[C:4]([CH:21]=[CH:22][CH:23]=1)[CH2:5][N:6]1[C:14]2[C:9](=[CH:10][CH:11]=[CH:12][CH:13]=2)[C:8]2([CH2:19][CH2:18][CH2:17][CH2:16][CH2:15]2)[C:7]1=[O:20].C([Li])CCC.[C:29]([SiH:33]([CH3:35])[CH3:34])([CH3:32])([CH3:31])[CH3:30].C1C[O:39][CH2:38][CH2:37]1. (3) The reactants are: [C:1]([C:3]1[CH:4]=[C:5]([NH:9][C:10](=[O:24])[N:11]([CH2:13][CH2:14][C:15]2[CH:20]=[CH:19][C:18](B(O)O)=[CH:17][CH:16]=2)[CH3:12])[CH:6]=[CH:7][CH:8]=1)#[N:2].[NH2:25][C:26]1[CH:27]=[C:28]([CH:32]=[CH:33][CH:34]=1)[C:29]([NH2:31])=[O:30].O.[C:36]([OH:40])(=[O:39])[CH:37]=O. Given the product [C:29]([C:28]1[CH:27]=[C:26]([NH:25][CH:37]([C:18]2[CH:19]=[CH:20][C:15]([CH2:14][CH2:13][N:11]([CH3:12])[C:10]([NH:9][C:5]3[CH:6]=[CH:7][CH:8]=[C:3]([C:1]#[N:2])[CH:4]=3)=[O:24])=[CH:16][CH:17]=2)[C:36]([OH:40])=[O:39])[CH:34]=[CH:33][CH:32]=1)(=[O:30])[NH2:31], predict the reactants needed to synthesize it. (4) Given the product [C:101]([C:96]1[CH:97]=[C:98]2[C:93](=[CH:94][N:95]=1)[C:92](=[O:105])[N:91]([C:87]1[CH:88]=[CH:89][CH:90]=[C:83]([C:2]3[CH:3]=[C:4]([NH:10][C:11]4[CH:16]=[CH:15][C:14]([C:17]([N:19]5[CH2:24][CH2:23][O:22][CH2:21][CH2:20]5)=[O:18])=[CH:13][N:12]=4)[C:5](=[O:9])[N:6]([CH3:8])[N:7]=3)[C:84]=1[CH:85]=[O:86])[CH2:100][CH2:99]2)([CH3:104])([CH3:102])[CH3:103], predict the reactants needed to synthesize it. The reactants are: Cl[C:2]1[CH:3]=[C:4]([NH:10][C:11]2[CH:16]=[CH:15][C:14]([C:17]([N:19]3[CH2:24][CH2:23][O:22][CH2:21][CH2:20]3)=[O:18])=[CH:13][N:12]=2)[C:5](=[O:9])[N:6]([CH3:8])[N:7]=1.B1(B2OC(C)(C)C(C)(C)O2)OC(C)(C)C(C)(C)O1.CC(C1C=C(C(C)C)C(C2C=CC=CC=2P(C2CCCCC2)C2CCCCC2)=C(C(C)C)C=1)C.CC([O-])=O.[K+].Br[C:83]1[CH:90]=[CH:89][CH:88]=[C:87]([N:91]2[CH2:100][CH2:99][C:98]3[C:93](=[CH:94][N:95]=[C:96]([C:101]([CH3:104])([CH3:103])[CH3:102])[CH:97]=3)[C:92]2=[O:105])[C:84]=1[CH:85]=[O:86].C([O-])([O-])=O.[K+].[K+].P(C1CCCCC1)(C1CCCCC1)C1CCCCC1. (5) The reactants are: [Cl-].[NH4+].CN(C)C=O.C(O)C.[N+:11]([C:14]1[S:18][C:17]([S:19][C:20]2[C:21]3[CH:28]=[C:27]([C:29]4[CH:34]=[CH:33][CH:32]=[CH:31][CH:30]=4)[NH:26][C:22]=3[N:23]=[CH:24][N:25]=2)=[CH:16][CH:15]=1)([O-])=O. Given the product [C:29]1([C:27]2[NH:26][C:22]3[N:23]=[CH:24][N:25]=[C:20]([S:19][C:17]4[S:18][C:14]([NH2:11])=[CH:15][CH:16]=4)[C:21]=3[CH:28]=2)[CH:30]=[CH:31][CH:32]=[CH:33][CH:34]=1, predict the reactants needed to synthesize it.